This data is from Forward reaction prediction with 1.9M reactions from USPTO patents (1976-2016). The task is: Predict the product of the given reaction. Given the reactants [CH3:1][O:2][C:3]1[CH:23]=[CH:22][C:6]2=[C:7]3[C:16](=[CH:17][CH:18]=[C:5]2[CH:4]=1)[N:15]=[C:14]1[C:9]([C:10]([C:19](O)=[O:20])=[CH:11][CH:12]=[CH:13]1)=[N:8]3.[CH3:24][N:25]([CH3:29])[CH2:26][CH2:27][NH2:28], predict the reaction product. The product is: [CH3:24][N:25]([CH3:29])[CH2:26][CH2:27][NH:28][C:19]([C:10]1[C:9]2[C:14](=[N:15][C:16]3[C:7]([N:8]=2)=[C:6]2[CH:22]=[CH:23][C:3]([O:2][CH3:1])=[CH:4][C:5]2=[CH:18][CH:17]=3)[CH:13]=[CH:12][CH:11]=1)=[O:20].